Dataset: Forward reaction prediction with 1.9M reactions from USPTO patents (1976-2016). Task: Predict the product of the given reaction. Given the reactants [CH3:1][C:2]1[N:3]=[C:4]([NH:16][C:17](=[O:19])[CH3:18])[S:5][C:6]=1[C:7]1[CH:12]=[CH:11][C:10]([N+:13]([O-])=O)=[CH:9][CH:8]=1, predict the reaction product. The product is: [NH2:13][C:10]1[CH:9]=[CH:8][C:7]([C:6]2[S:5][C:4]([NH:16][C:17](=[O:19])[CH3:18])=[N:3][C:2]=2[CH3:1])=[CH:12][CH:11]=1.